From a dataset of Forward reaction prediction with 1.9M reactions from USPTO patents (1976-2016). Predict the product of the given reaction. (1) Given the reactants [NH2:1][CH2:2][CH2:3][O:4][C:5]1[CH:6]=[C:7]2[C:12](=[CH:13][CH:14]=1)[N:11]=[C:10]([NH:15][CH3:16])[N:9]=[CH:8]2.CS(C)=O.C(N(CC)C(C)C)(C)C.[C:30]([C:32]1[CH:33]=[N:34][C:35](F)=[C:36]([CH:49]=1)[C:37]([NH:39][C@H:40]([C:42]1[CH:47]=[CH:46][C:45]([F:48])=[CH:44][CH:43]=1)[CH3:41])=[O:38])#[N:31], predict the reaction product. The product is: [C:30]([C:32]1[CH:33]=[N:34][C:35]([NH:1][CH2:2][CH2:3][O:4][C:5]2[CH:6]=[C:7]3[C:12](=[CH:13][CH:14]=2)[N:11]=[C:10]([NH:15][CH3:16])[N:9]=[CH:8]3)=[C:36]([CH:49]=1)[C:37]([NH:39][C@H:40]([C:42]1[CH:47]=[CH:46][C:45]([F:48])=[CH:44][CH:43]=1)[CH3:41])=[O:38])#[N:31]. (2) The product is: [ClH:34].[ClH:34].[O:2]=[C:3]1[C:8]([CH2:9][N:10]2[CH2:11][CH2:12][CH:13]([CH2:16][CH:17]([C:26]#[N:27])[C:18]3[CH:23]=[CH:22][CH:21]=[CH:20][C:19]=3[O:24][CH3:25])[CH2:14][CH2:15]2)=[CH:7][CH:6]=[CH:5][NH:4]1. Given the reactants C[O:2][C:3]1[C:8]([CH2:9][N:10]2[CH2:15][CH2:14][CH:13]([CH2:16][CH:17]([C:26]#[N:27])[C:18]3[CH:23]=[CH:22][CH:21]=[CH:20][C:19]=3[O:24][CH3:25])[CH2:12][CH2:11]2)=[CH:7][CH:6]=[CH:5][N:4]=1.C(OC(=O)C)C.[ClH:34], predict the reaction product. (3) The product is: [ClH:25].[C:1]([O:4][C:5]1[S:13][C:12]2[CH2:11][CH2:10][N:9]([C@@H:14]([C:19]3[CH:24]=[CH:23][CH:22]=[CH:21][C:20]=3[Cl:25])[C:15]([O:17][CH3:18])=[O:16])[CH2:8][C:7]=2[CH:6]=1)(=[O:3])[CH3:2]. Given the reactants [C:1]([O:4][C:5]1[S:13][C:12]2[CH2:11][CH2:10][N:9]([C@@H:14]([C:19]3[CH:24]=[CH:23][CH:22]=[CH:21][C:20]=3[Cl:25])[C:15]([O:17][CH3:18])=[O:16])[CH2:8][C:7]=2[CH:6]=1)(=[O:3])[CH3:2].Cl, predict the reaction product. (4) The product is: [C:1]1([C:7]([CH2:20][C:19]([CH3:22])=[CH2:18])([C:8]([O:10][CH2:11][CH3:12])=[O:9])[C:13]([O:15][CH2:16][CH3:17])=[O:14])[CH:2]=[CH:3][CH:4]=[CH:5][CH:6]=1. Given the reactants [C:1]1([CH:7]([C:13]([O:15][CH2:16][CH3:17])=[O:14])[C:8]([O:10][CH2:11][CH3:12])=[O:9])[CH:6]=[CH:5][CH:4]=[CH:3][CH:2]=1.[CH3:18][C:19](=[CH2:22])[CH2:20]Br, predict the reaction product.